Task: Regression. Given two drug SMILES strings and cell line genomic features, predict the synergy score measuring deviation from expected non-interaction effect.. Dataset: NCI-60 drug combinations with 297,098 pairs across 59 cell lines (1) Drug 1: CC1=CC2C(CCC3(C2CCC3(C(=O)C)OC(=O)C)C)C4(C1=CC(=O)CC4)C. Drug 2: C1=CC(=CC=C1CCCC(=O)O)N(CCCl)CCCl. Cell line: K-562. Synergy scores: CSS=26.7, Synergy_ZIP=8.27, Synergy_Bliss=10.6, Synergy_Loewe=4.55, Synergy_HSA=9.74. (2) Drug 1: CCC(=C(C1=CC=CC=C1)C2=CC=C(C=C2)OCCN(C)C)C3=CC=CC=C3.C(C(=O)O)C(CC(=O)O)(C(=O)O)O. Drug 2: CCN(CC)CCCC(C)NC1=C2C=C(C=CC2=NC3=C1C=CC(=C3)Cl)OC. Cell line: 786-0. Synergy scores: CSS=7.03, Synergy_ZIP=-5.76, Synergy_Bliss=-1.38, Synergy_Loewe=-15.1, Synergy_HSA=-1.62. (3) Drug 1: CC1=C(C=C(C=C1)NC2=NC=CC(=N2)N(C)C3=CC4=NN(C(=C4C=C3)C)C)S(=O)(=O)N.Cl. Drug 2: C1=C(C(=O)NC(=O)N1)F. Cell line: MOLT-4. Synergy scores: CSS=30.5, Synergy_ZIP=8.67, Synergy_Bliss=4.81, Synergy_Loewe=4.89, Synergy_HSA=6.11. (4) Drug 1: CC1CCC2CC(C(=CC=CC=CC(CC(C(=O)C(C(C(=CC(C(=O)CC(OC(=O)C3CCCCN3C(=O)C(=O)C1(O2)O)C(C)CC4CCC(C(C4)OC)OCCO)C)C)O)OC)C)C)C)OC. Drug 2: CN(CCCl)CCCl.Cl. Cell line: NCI/ADR-RES. Synergy scores: CSS=13.7, Synergy_ZIP=-5.05, Synergy_Bliss=-6.12, Synergy_Loewe=-3.10, Synergy_HSA=-3.07. (5) Drug 1: C1C(C(OC1N2C=C(C(=O)NC2=O)F)CO)O. Drug 2: CC12CCC3C(C1CCC2OP(=O)(O)O)CCC4=C3C=CC(=C4)OC(=O)N(CCCl)CCCl.[Na+]. Cell line: CCRF-CEM. Synergy scores: CSS=66.7, Synergy_ZIP=-2.84, Synergy_Bliss=-4.44, Synergy_Loewe=-4.27, Synergy_HSA=-1.89. (6) Drug 1: CNC(=O)C1=NC=CC(=C1)OC2=CC=C(C=C2)NC(=O)NC3=CC(=C(C=C3)Cl)C(F)(F)F. Drug 2: CN(CC1=CN=C2C(=N1)C(=NC(=N2)N)N)C3=CC=C(C=C3)C(=O)NC(CCC(=O)O)C(=O)O. Cell line: RPMI-8226. Synergy scores: CSS=46.7, Synergy_ZIP=3.36, Synergy_Bliss=1.34, Synergy_Loewe=-41.1, Synergy_HSA=-2.77. (7) Drug 1: CC1=CC2C(CCC3(C2CCC3(C(=O)C)OC(=O)C)C)C4(C1=CC(=O)CC4)C. Cell line: SNB-75. Synergy scores: CSS=-0.154, Synergy_ZIP=2.11, Synergy_Bliss=3.03, Synergy_Loewe=-2.37, Synergy_HSA=-2.35. Drug 2: CCCCCOC(=O)NC1=NC(=O)N(C=C1F)C2C(C(C(O2)C)O)O. (8) Drug 1: CS(=O)(=O)C1=CC(=C(C=C1)C(=O)NC2=CC(=C(C=C2)Cl)C3=CC=CC=N3)Cl. Drug 2: CC1=C2C(C(=O)C3(C(CC4C(C3C(C(C2(C)C)(CC1OC(=O)C(C(C5=CC=CC=C5)NC(=O)C6=CC=CC=C6)O)O)OC(=O)C7=CC=CC=C7)(CO4)OC(=O)C)O)C)OC(=O)C. Cell line: MDA-MB-435. Synergy scores: CSS=57.5, Synergy_ZIP=16.3, Synergy_Bliss=14.6, Synergy_Loewe=-42.8, Synergy_HSA=10.1.